Dataset: NCI-60 drug combinations with 297,098 pairs across 59 cell lines. Task: Regression. Given two drug SMILES strings and cell line genomic features, predict the synergy score measuring deviation from expected non-interaction effect. (1) Synergy scores: CSS=0.0245, Synergy_ZIP=-0.312, Synergy_Bliss=-0.0187, Synergy_Loewe=-1.93, Synergy_HSA=-1.38. Cell line: SNB-75. Drug 1: C1CC(C1)(C(=O)O)C(=O)O.[NH2-].[NH2-].[Pt+2]. Drug 2: CNC(=O)C1=NC=CC(=C1)OC2=CC=C(C=C2)NC(=O)NC3=CC(=C(C=C3)Cl)C(F)(F)F. (2) Drug 1: CC1CCC2CC(C(=CC=CC=CC(CC(C(=O)C(C(C(=CC(C(=O)CC(OC(=O)C3CCCCN3C(=O)C(=O)C1(O2)O)C(C)CC4CCC(C(C4)OC)OCCO)C)C)O)OC)C)C)C)OC. Drug 2: C(CN)CNCCSP(=O)(O)O. Cell line: T-47D. Synergy scores: CSS=3.33, Synergy_ZIP=0.0106, Synergy_Bliss=-0.399, Synergy_Loewe=4.33, Synergy_HSA=0.116. (3) Drug 1: CN(C)N=NC1=C(NC=N1)C(=O)N. Drug 2: C1=C(C(=O)NC(=O)N1)N(CCCl)CCCl. Cell line: OVCAR3. Synergy scores: CSS=17.4, Synergy_ZIP=2.19, Synergy_Bliss=7.47, Synergy_Loewe=1.13, Synergy_HSA=8.34. (4) Drug 1: CC1=CC2C(CCC3(C2CCC3(C(=O)C)OC(=O)C)C)C4(C1=CC(=O)CC4)C. Drug 2: CCC1=C2CN3C(=CC4=C(C3=O)COC(=O)C4(CC)O)C2=NC5=C1C=C(C=C5)O. Cell line: SNB-19. Synergy scores: CSS=28.0, Synergy_ZIP=3.32, Synergy_Bliss=1.04, Synergy_Loewe=-41.6, Synergy_HSA=-4.35. (5) Drug 1: C1CCC(C1)C(CC#N)N2C=C(C=N2)C3=C4C=CNC4=NC=N3. Drug 2: COC1=CC(=CC(=C1O)OC)C2C3C(COC3=O)C(C4=CC5=C(C=C24)OCO5)OC6C(C(C7C(O6)COC(O7)C8=CC=CS8)O)O. Cell line: T-47D. Synergy scores: CSS=32.1, Synergy_ZIP=0.995, Synergy_Bliss=4.32, Synergy_Loewe=-41.0, Synergy_HSA=0.0831. (6) Drug 1: CCC1=CC2CC(C3=C(CN(C2)C1)C4=CC=CC=C4N3)(C5=C(C=C6C(=C5)C78CCN9C7C(C=CC9)(C(C(C8N6C)(C(=O)OC)O)OC(=O)C)CC)OC)C(=O)OC.C(C(C(=O)O)O)(C(=O)O)O. Drug 2: CS(=O)(=O)OCCCCOS(=O)(=O)C. Cell line: TK-10. Synergy scores: CSS=12.1, Synergy_ZIP=-0.224, Synergy_Bliss=4.16, Synergy_Loewe=-10.4, Synergy_HSA=2.76.